From a dataset of Reaction yield outcomes from USPTO patents with 853,638 reactions. Predict the reaction yield, written as a fraction of the theoretical maximum amount of product (1.0 means a 100% yield; for example, 0.34 means a 34% yield). (1) The reactants are Br[C:2]1[CH:7]=[C:6]([Cl:8])[N:5]=[N:4][C:3]=1[NH2:9].[CH2:10]([C:13]1[CH:18]=[CH:17][CH:16]=[CH:15][CH:14]=1)[C:11]#[CH:12]. The catalyst is CN(C=O)C.CCN(CC)CC.[Cu]I.C1C=CC([P]([Pd]([P](C2C=CC=CC=2)(C2C=CC=CC=2)C2C=CC=CC=2)([P](C2C=CC=CC=2)(C2C=CC=CC=2)C2C=CC=CC=2)[P](C2C=CC=CC=2)(C2C=CC=CC=2)C2C=CC=CC=2)(C2C=CC=CC=2)C2C=CC=CC=2)=CC=1. The product is [CH2:10]([C:11]1[NH:9][C:3]2[N:4]=[N:5][C:6]([Cl:8])=[CH:7][C:2]=2[CH:12]=1)[C:13]1[CH:18]=[CH:17][CH:16]=[CH:15][CH:14]=1. The yield is 0.800. (2) The reactants are [Si]([O:8][CH2:9][C@H:10]([NH:20][S@@](C(C)(C)C)=O)[C:11]1[CH:16]=[CH:15][C:14]([S:17][CH2:18][CH3:19])=[CH:13][CH:12]=1)(C(C)(C)C)(C)C.[ClH:27]. The catalyst is O1CCOCC1. The product is [ClH:27].[NH2:20][C@H:10]([C:11]1[CH:16]=[CH:15][C:14]([S:17][CH2:18][CH3:19])=[CH:13][CH:12]=1)[CH2:9][OH:8]. The yield is 1.00. (3) The reactants are [C:1]([O:5][C:6](=[O:33])[N:7]([CH2:9][C:10]1[CH:14]=[C:13]([C:15]2[CH:20]=[CH:19][CH:18]=[C:17]([CH:21]=O)[C:16]=2[F:23])[N:12]([S:24]([C:27]2[CH:28]=[N:29][CH:30]=[CH:31][CH:32]=2)(=[O:26])=[O:25])[CH:11]=1)[CH3:8])([CH3:4])([CH3:3])[CH3:2].Cl.[NH2:35][OH:36].C([O-])(=O)C.[Na+].C(=O)([O-])O.[Na+]. The catalyst is CC(O)C. The product is [C:1]([O:5][C:6](=[O:33])[N:7]([CH2:9][C:10]1[CH:14]=[C:13]([C:15]2[CH:20]=[CH:19][CH:18]=[C:17]([CH:21]=[N:35][OH:36])[C:16]=2[F:23])[N:12]([S:24]([C:27]2[CH:28]=[N:29][CH:30]=[CH:31][CH:32]=2)(=[O:26])=[O:25])[CH:11]=1)[CH3:8])([CH3:3])([CH3:2])[CH3:4]. The yield is 0.800. (4) The reactants are [F:1][C:2]1[CH:7]=[CH:6][C:5]([C:8]2[N:9]=[N:10][S:11][C:12]=2[CH:13]=O)=[CH:4][CH:3]=1.C(OP([CH2:23][C:24]([O:26]CC)=[O:25])(OCC)=O)C.[H-].[Na+].Cl. The catalyst is CN(C)C=O. The product is [F:1][C:2]1[CH:3]=[CH:4][C:5]([C:8]2[N:9]=[N:10][S:11][C:12]=2/[CH:13]=[CH:23]/[C:24]([OH:26])=[O:25])=[CH:6][CH:7]=1. The yield is 0.600. (5) The yield is 0.870. The product is [CH2:1]([C:5]([C:19]1[CH:20]=[CH:21][C:22]([N+:29]([O-:31])=[O:30])=[C:23]([C:25]([F:26])([F:28])[F:27])[CH:24]=1)([C:11]([O:13][CH2:14][CH3:15])=[O:12])[C:6]([O:8][CH2:9][CH3:10])=[O:7])[CH:2]([CH3:4])[CH3:3]. The catalyst is CN(C=O)C. The reactants are [CH2:1]([CH:5]([C:11]([O:13][CH2:14][CH3:15])=[O:12])[C:6]([O:8][CH2:9][CH3:10])=[O:7])[CH:2]([CH3:4])[CH3:3].[H-].[Na+].Cl[C:19]1[CH:20]=[CH:21][C:22]([N+:29]([O-:31])=[O:30])=[C:23]([C:25]([F:28])([F:27])[F:26])[CH:24]=1.